From a dataset of Full USPTO retrosynthesis dataset with 1.9M reactions from patents (1976-2016). Predict the reactants needed to synthesize the given product. (1) Given the product [C:1]([O:5][C:6]([N:8]1[CH2:17][CH2:16][C:15]2[C:10](=[CH:11][C:12]([C:20]([OH:38])=[O:31])=[C:13]([O:18][CH3:19])[CH:14]=2)[CH:9]1[CH2:22][C:23]1[CH:28]=[CH:27][C:26]([Cl:29])=[C:25]([Cl:30])[CH:24]=1)=[O:7])([CH3:4])([CH3:3])[CH3:2], predict the reactants needed to synthesize it. The reactants are: [C:1]([O:5][C:6]([N:8]1[CH2:17][CH2:16][C:15]2[C:10](=[CH:11][C:12]([C:20]#N)=[C:13]([O:18][CH3:19])[CH:14]=2)[CH:9]1[CH2:22][C:23]1[CH:28]=[CH:27][C:26]([Cl:29])=[C:25]([Cl:30])[CH:24]=1)=[O:7])([CH3:4])([CH3:3])[CH3:2].[OH-:31].[K+].Cl.C(Cl)Cl.C[OH:38]. (2) Given the product [O:1]([C:8]1[CH2:13][CH2:12][C:11]2[C:14]([CH:15]=[CH:16][C:17]3[CH:22]=[CH:21][CH:20]=[CH:19][CH:18]=3)=[N:26][NH:27][C:10]=2[CH:9]=1)[C:2]1[CH:7]=[CH:6][CH:5]=[CH:4][CH:3]=1, predict the reactants needed to synthesize it. The reactants are: [O:1]([C:8]1[CH2:13][CH2:12][CH:11]([C:14](=O)[CH:15]=[CH:16][C:17]2[CH:22]=[CH:21][CH:20]=[CH:19][CH:18]=2)[C:10](=O)[CH:9]=1)[C:2]1[CH:7]=[CH:6][CH:5]=[CH:4][CH:3]=1.O.[NH2:26][NH2:27]. (3) Given the product [CH3:1][C:2]1[S:3][C:4]([C:10]2[CH:15]=[CH:14][CH:13]=[CH:12][CH:11]=2)=[C:5]([C:7]([N:47]2[CH2:52][CH2:51][CH2:50][CH2:49][C@H:48]2[CH2:53][C:54]2[N:55]=[C:56]3[CH:61]=[C:60]([C:62]#[N:63])[CH:59]=[CH:58][N:57]3[CH:64]=2)=[O:9])[N:6]=1, predict the reactants needed to synthesize it. The reactants are: [CH3:1][C:2]1[S:3][C:4]([C:10]2[CH:15]=[CH:14][CH:13]=[CH:12][CH:11]=2)=[C:5]([C:7]([OH:9])=O)[N:6]=1.CCN(C(C)C)C(C)C.CN(C(ON1N=NC2C=CC=CC1=2)=[N+](C)C)C.[B-](F)(F)(F)F.[NH:47]1[CH2:52][CH2:51][CH2:50][CH2:49][C@H:48]1[CH2:53][C:54]1[N:55]=[C:56]2[CH:61]=[C:60]([C:62]#[N:63])[CH:59]=[CH:58][N:57]2[CH:64]=1. (4) Given the product [N:12]1([C:18](=[O:39])[CH2:19][CH2:20][CH2:21][CH2:22][N:23]2[C:35]3[C:34]4[CH:33]=[CH:32][CH:31]=[CH:30][C:29]=4[N:28]=[C:27]([NH2:41])[C:26]=3[N:25]=[C:24]2[CH2:36][CH2:37][CH3:38])[CH2:13][CH2:14][O:15][CH2:16][CH2:17]1, predict the reactants needed to synthesize it. The reactants are: C1C=C(Cl)C=C(C(OO)=O)C=1.[N:12]1([C:18](=[O:39])[CH2:19][CH2:20][CH2:21][CH2:22][N:23]2[C:35]3[C:34]4[CH:33]=[CH:32][CH:31]=[CH:30][C:29]=4[N:28]=[CH:27][C:26]=3[N:25]=[C:24]2[CH2:36][CH2:37][CH3:38])[CH2:17][CH2:16][O:15][CH2:14][CH2:13]1.[OH-].[NH4+:41].C1(C)C=CC(S(Cl)(=O)=O)=CC=1. (5) Given the product [F:1][C:2]1[CH:10]=[C:9]([F:11])[CH:8]=[C:7]2[C:3]=1[C:4]([C:13]1[N:14]=[C:15]3[C:21]([C:22]([OH:34])=[O:23])=[CH:20][N:19]([CH2:24][O:25][CH2:26][CH2:27][Si:28]([CH3:31])([CH3:30])[CH3:29])[C:16]3=[N:17][CH:18]=1)=[N:5][N:6]2[CH3:12], predict the reactants needed to synthesize it. The reactants are: [F:1][C:2]1[CH:10]=[C:9]([F:11])[CH:8]=[C:7]2[C:3]=1[C:4]([C:13]1[N:14]=[C:15]3[C:21]([CH:22]=[O:23])=[CH:20][N:19]([CH2:24][O:25][CH2:26][CH2:27][Si:28]([CH3:31])([CH3:30])[CH3:29])[C:16]3=[N:17][CH:18]=1)=[N:5][N:6]2[CH3:12].S(=O)(=O)([OH:34])N.Cl([O-])=O.[Na+].P([O-])(O)(O)=O.[K+]. (6) Given the product [CH2:13]([O:12][C:2]([C:3]1[NH:16][N:17]=[C:6]([OH:7])[CH:4]=1)=[O:11])[CH3:14], predict the reactants needed to synthesize it. The reactants are: [Na].[C:2]([O:12][CH2:13][CH3:14])(=[O:11])[CH2:3][C:4]([C:6](OCC)=[O:7])=O.Cl.[NH2:16][NH2:17]. (7) Given the product [O:1]1[CH2:5][CH2:4][CH:3]([O:6][CH:7]2[CH2:8][CH2:9][CH:10]([OH:13])[CH2:11][CH2:12]2)[CH2:2]1, predict the reactants needed to synthesize it. The reactants are: [O:1]1[CH2:5][CH2:4][CH:3]([O:6][C:7]2[CH:12]=[CH:11][C:10]([OH:13])=[CH:9][CH:8]=2)[CH2:2]1. (8) Given the product [NH2:1][C:9]1[C:10]([CH:11]=[O:12])=[C:5]([Cl:4])[N:6]=[CH:7][N:8]=1, predict the reactants needed to synthesize it. The reactants are: [NH3:1].CO.[Cl:4][C:5]1[C:10]([CH:11]=[O:12])=[C:9](Cl)[N:8]=[CH:7][N:6]=1.